This data is from Reaction yield outcomes from USPTO patents with 853,638 reactions. The task is: Predict the reaction yield, written as a fraction of the theoretical maximum amount of product (1.0 means a 100% yield; for example, 0.34 means a 34% yield). The reactants are CC1(C)[O:6][CH:5]2[C:7]([CH2:18][O:19]C(C3C=CC=CC=3)(C3C=CC=CC=3)C3C=CC=CC=3)=[CH:8][CH:9]([N:10]3[CH:14]=[C:13]([C:15]([NH2:17])=[O:16])[N:12]=[CH:11]3)[CH:4]2[O:3]1.OC1C(O)=C(N2C=NC(C(N)=O)=N2)C=C1CO.O. The catalyst is CO. The product is [OH:6][CH:5]1[C:4]([OH:3])=[C:9]([N:10]2[CH:14]=[C:13]([C:15]([NH2:17])=[O:16])[N:12]=[CH:11]2)[CH:8]=[C:7]1[CH2:18][OH:19]. The yield is 0.850.